From a dataset of Catalyst prediction with 721,799 reactions and 888 catalyst types from USPTO. Predict which catalyst facilitates the given reaction. (1) Reactant: [Cl:1][C:2]1[C:3]2[N:4]([CH:33]=[N:34][CH:35]=2)[C:5]([N:20]2[CH2:25][CH2:24][N:23](C(OC(C)(C)C)=O)[CH2:22][CH2:21]2)=[C:6]([CH:8]([NH:10][C:11]2[N:19]=[CH:18][N:17]=[C:16]3[C:12]=2[N:13]=[CH:14][NH:15]3)[CH3:9])[CH:7]=1.C(Cl)[Cl:37].O1CCOCC1. Product: [ClH:1].[ClH:37].[Cl:1][C:2]1[C:3]2[N:4]([CH:33]=[N:34][CH:35]=2)[C:5]([N:20]2[CH2:25][CH2:24][NH:23][CH2:22][CH2:21]2)=[C:6]([CH:8]([NH:10][C:11]2[N:19]=[CH:18][N:17]=[C:16]3[C:12]=2[N:13]=[CH:14][NH:15]3)[CH3:9])[CH:7]=1. The catalyst class is: 33. (2) Product: [F:1][C:2]1[CH:3]=[CH:4][C:5]([O:25][CH:26]([CH3:28])[CH3:27])=[C:6]([N:8]2[CH2:9][CH2:10][N:11]([CH2:14][CH2:15][CH2:16][N:17]3[C:18](=[O:24])[CH:19]([CH3:23])[CH:20]([NH:32][CH:29]4[CH2:31][CH2:30]4)[C:21]3=[O:22])[CH2:12][CH2:13]2)[CH:7]=1. Reactant: [F:1][C:2]1[CH:3]=[CH:4][C:5]([O:25][CH:26]([CH3:28])[CH3:27])=[C:6]([N:8]2[CH2:13][CH2:12][N:11]([CH2:14][CH2:15][CH2:16][N:17]3[C:21](=[O:22])[CH:20]=[C:19]([CH3:23])[C:18]3=[O:24])[CH2:10][CH2:9]2)[CH:7]=1.[CH:29]1([NH2:32])[CH2:31][CH2:30]1. The catalyst class is: 5. (3) Reactant: CS(C)=O.C(Cl)(=O)C(Cl)=O.[O:11]([CH2:19][CH2:20][CH2:21][OH:22])[Si:12]([C:15]([CH3:18])([CH3:17])[CH3:16])([CH3:14])[CH3:13].C(N(CC)CC)C.Cl. Product: [O:11]([CH2:19][CH2:20][CH:21]=[O:22])[Si:12]([C:15]([CH3:17])([CH3:18])[CH3:16])([CH3:14])[CH3:13]. The catalyst class is: 2. (4) Reactant: [OH:1][C:2]1[CH:7]=[CH:6][C:5](B(O)O)=[CH:4][CH:3]=1.Br[C:12]1[CH:13]=[CH:14][C:15]([S:18]([CH3:21])(=[O:20])=[O:19])=[N:16][CH:17]=1.C([O-])([O-])=O.[Na+].[Na+]. Product: [CH3:21][S:18]([C:15]1[N:16]=[CH:17][C:12]([C:5]2[CH:6]=[CH:7][C:2]([OH:1])=[CH:3][CH:4]=2)=[CH:13][CH:14]=1)(=[O:20])=[O:19]. The catalyst class is: 104. (5) Reactant: C[O:2][C:3]([C:5]1[O:6][C:7]2[CH:13]=[CH:12][C:11]([O:14][CH2:15][CH2:16][N:17]3[CH2:21][CH2:20][CH2:19][CH2:18]3)=[CH:10][C:8]=2[CH:9]=1)=[O:4].[OH-].[Li+]. Product: [N:17]1([CH2:16][CH2:15][O:14][C:11]2[CH:12]=[CH:13][C:7]3[O:6][C:5]([C:3]([OH:4])=[O:2])=[CH:9][C:8]=3[CH:10]=2)[CH2:18][CH2:19][CH2:20][CH2:21]1. The catalyst class is: 12. (6) Reactant: Br[C:2]1[CH:7]=[CH:6][N:5]=[C:4]([O:8][CH2:9][CH:10]2[CH2:12][CH2:11]2)[CH:3]=1.[CH3:13][C:14]1([CH3:30])[C:18]([CH3:20])([CH3:19])[O:17][B:16]([B:16]2[O:17][C:18]([CH3:20])([CH3:19])[C:14]([CH3:30])([CH3:13])[O:15]2)[O:15]1.C([O-])(=O)C.[K+]. Product: [CH:10]1([CH2:9][O:8][C:4]2[CH:3]=[C:2]([B:16]3[O:17][C:18]([CH3:20])([CH3:19])[C:14]([CH3:30])([CH3:13])[O:15]3)[CH:7]=[CH:6][N:5]=2)[CH2:12][CH2:11]1. The catalyst class is: 439. (7) Reactant: Br[C:2]1[CH:3]=[C:4]([O:15][C:16]2[CH:21]=[CH:20][CH:19]=[CH:18][CH:17]=2)[C:5]([NH:8][C:9]2[S:10][CH:11]=[C:12]([CH3:14])[N:13]=2)=[N:6][CH:7]=1.[N:22]1[CH:27]=[CH:26][CH:25]=[C:24](B(O)O)[CH:23]=1.C(=O)(O)[O-].[Na+]. Product: [CH3:14][C:12]1[N:13]=[C:9]([NH:8][C:5]2[C:4]([O:15][C:16]3[CH:21]=[CH:20][CH:19]=[CH:18][CH:17]=3)=[CH:3][C:2]([C:24]3[CH:23]=[N:22][CH:27]=[CH:26][CH:25]=3)=[CH:7][N:6]=2)[S:10][CH:11]=1. The catalyst class is: 276.